Dataset: Reaction yield outcomes from USPTO patents with 853,638 reactions. Task: Predict the reaction yield, written as a fraction of the theoretical maximum amount of product (1.0 means a 100% yield; for example, 0.34 means a 34% yield). (1) The reactants are Br[C:2]1[C:7]2=[CH:8][N:9]([C:11]3[C:18]([Cl:19])=[CH:17][CH:16]=[CH:15][C:12]=3[C:13]#[N:14])[N:10]=[C:6]2[C:5]([F:20])=[CH:4][N:3]=1.[NH2:21][C:22]1[N:27]=[CH:26][N:25]=[C:24]([CH:28]([OH:30])[CH3:29])[CH:23]=1.CC1(C)C2C(=C(P(C3C=CC=CC=3)C3C=CC=CC=3)C=CC=2)OC2C(P(C3C=CC=CC=3)C3C=CC=CC=3)=CC=CC1=2.C(=O)([O-])[O-].[Cs+].[Cs+]. The catalyst is O1CCOCC1.C1C=CC(/C=C/C(/C=C/C2C=CC=CC=2)=O)=CC=1.C1C=CC(/C=C/C(/C=C/C2C=CC=CC=2)=O)=CC=1.C1C=CC(/C=C/C(/C=C/C2C=CC=CC=2)=O)=CC=1.[Pd].[Pd]. The product is [Cl:19][C:18]1[C:11]([N:9]2[CH:8]=[C:7]3[C:2]([NH:21][C:22]4[CH:23]=[C:24]([CH:28]([OH:30])[CH3:29])[N:25]=[CH:26][N:27]=4)=[N:3][CH:4]=[C:5]([F:20])[C:6]3=[N:10]2)=[C:12]([CH:15]=[CH:16][CH:17]=1)[C:13]#[N:14]. The yield is 0.250. (2) The reactants are [C:1]([NH2:4])(=[S:3])[CH3:2].Br[CH2:6][C:7]([C:9]1[CH:14]=[CH:13][C:12]([F:15])=[CH:11][CH:10]=1)=O.N. The catalyst is C(O)C. The product is [F:15][C:12]1[CH:13]=[CH:14][C:9]([C:7]2[N:4]=[C:1]([CH3:2])[S:3][CH:6]=2)=[CH:10][CH:11]=1. The yield is 0.900. (3) The reactants are [I:1][C:2]1[C:10]2[C:5](=[CH:6][CH:7]=[C:8]([C:11]([OH:13])=O)[CH:9]=2)[NH:4][N:3]=1.[CH:14]1([CH:17]([C:19]2[S:20][CH:21]=[CH:22][N:23]=2)[NH2:18])[CH2:16][CH2:15]1.CN(C(ON1N=NC2C=CC=CC1=2)=[N+](C)C)C.[B-](F)(F)(F)F.CCN(C(C)C)C(C)C. The catalyst is O.CN(C=O)C. The product is [CH:14]1([CH:17]([C:19]2[S:20][CH:21]=[CH:22][N:23]=2)[NH:18][C:11]([C:8]2[CH:9]=[C:10]3[C:5](=[CH:6][CH:7]=2)[NH:4][N:3]=[C:2]3[I:1])=[O:13])[CH2:16][CH2:15]1. The yield is 0.520. (4) The reactants are [F:1][C:2]([F:12])([F:11])[C:3]1[CH:8]=[CH:7][C:6]([NH:9][NH2:10])=[CH:5][CH:4]=1.Cl.[C:14]([OH:18])(=[O:17])[CH:15]=O.C(OCC)(=O)C. The catalyst is O. The product is [F:1][C:2]([F:11])([F:12])[C:3]1[CH:4]=[CH:5][C:6]([NH:9][N:10]=[CH:15][C:14]([OH:18])=[O:17])=[CH:7][CH:8]=1. The yield is 0.880. (5) The reactants are O.[OH-].[Li+].C([O:7][C@@H:8]([C:10]1[N:11]=[N:12][N:13]([C:15]2[CH:20]=[CH:19][CH:18]=[C:17]([CH3:21])[CH:16]=2)[N:14]=1)[CH3:9])(=O)C. The catalyst is O1CCCC1.O. The product is [CH3:21][C:17]1[CH:16]=[C:15]([N:13]2[N:12]=[N:11][C:10]([C@H:8]([OH:7])[CH3:9])=[N:14]2)[CH:20]=[CH:19][CH:18]=1. The yield is 0.990. (6) The reactants are CS(O[CH2:6][CH2:7][NH:8][C:9]1[C:13]([C:14]2[N:18]([C:19]3[CH:24]=[CH:23][C:22]([F:25])=[C:21]([Br:26])[CH:20]=3)[C:17](=[O:27])[O:16][N:15]=2)=[N:12][O:11][N:10]=1)(=O)=O.[N-:28]=[N+:29]=[N-:30].[Na+]. The catalyst is CN(C)C=O. The product is [N:28]([CH2:6][CH2:7][NH:8][C:9]1[C:13]([C:14]2[N:18]([C:19]3[CH:24]=[CH:23][C:22]([F:25])=[C:21]([Br:26])[CH:20]=3)[C:17](=[O:27])[O:16][N:15]=2)=[N:12][O:11][N:10]=1)=[N+:29]=[N-:30]. The yield is 0.770. (7) The reactants are [CH2:1]([NH:3][C:4](=[O:11])[NH:5]OCC(O)=O)[CH3:2].[NH2:12][C@@H:13]([CH2:37][O:38][C:39]([CH3:42])([CH3:41])[CH3:40])[C:14]([N:16]([C@@H:28]([CH3:36])[CH:29]([O:33][CH2:34][CH3:35])[O:30][CH2:31][CH3:32])[CH2:17][C:18]1[C:27]2[C:22](=[CH:23][CH:24]=[CH:25][CH:26]=2)[CH:21]=[CH:20][CH:19]=1)=[O:15]. No catalyst specified. The product is [C:39]([O:38][CH2:37][C@H:13]([NH:12][C:29](=[O:30])[CH2:28][N:16]([CH3:14])[NH:5][C:4]([NH:3][CH2:1][CH3:2])=[O:11])[C:14]([N:16]([C@@H:28]([CH3:36])[CH:29]([O:33][CH2:34][CH3:35])[O:30][CH2:31][CH3:32])[CH2:17][C:18]1[C:27]2[C:22](=[CH:23][CH:24]=[CH:25][CH:26]=2)[CH:21]=[CH:20][CH:19]=1)=[O:15])([CH3:42])([CH3:41])[CH3:40]. The yield is 0.220.